This data is from Reaction yield outcomes from USPTO patents with 853,638 reactions. The task is: Predict the reaction yield, written as a fraction of the theoretical maximum amount of product (1.0 means a 100% yield; for example, 0.34 means a 34% yield). (1) The catalyst is C(O)C. The reactants are [CH3:1][O:2][CH2:3][O:4][C:5]1[CH:10]=[C:9]([O:11][CH2:12][O:13][CH3:14])[CH:8]=[CH:7][C:6]=1[C:15]1[CH2:20][CH2:19][CH2:18][C:17](=O)[CH:16]=1.Cl.[NH2:23][OH:24].C(N(CC)CC)C. The yield is 0.990. The product is [CH3:1][O:2][CH2:3][O:4][C:5]1[CH:10]=[C:9]([O:11][CH2:12][O:13][CH3:14])[CH:8]=[CH:7][C:6]=1[C:15]1[CH2:20][CH2:19][CH2:18][C:17](=[N:23][OH:24])[CH:16]=1. (2) The reactants are [Cl:1][C:2]1[CH:3]=[CH:4][C:5]([F:18])=[C:6]([C:8]2[NH:13][C:12](=O)[C:11]3=[CH:15][CH:16]=[CH:17][N:10]3[N:9]=2)[CH:7]=1.P(Cl)(Cl)([Cl:21])=O.CN(C)C1C=CC=CC=1. No catalyst specified. The yield is 0.560. The product is [Cl:21][C:12]1[C:11]2=[CH:15][CH:16]=[CH:17][N:10]2[N:9]=[C:8]([C:6]2[CH:7]=[C:2]([Cl:1])[CH:3]=[CH:4][C:5]=2[F:18])[N:13]=1. (3) The yield is 0.700. The catalyst is C(Cl)Cl.CCOC(C)=O. The product is [C:1]([O:5][C:6]([N:8]1[CH2:13][CH2:12][N:11]([C:14]2[C:15]([NH:21][S:23]([CH3:22])(=[O:25])=[O:24])=[CH:16][CH:17]=[CH:18][C:19]=2[Cl:20])[CH2:10][CH2:9]1)=[O:7])([CH3:4])([CH3:2])[CH3:3]. The reactants are [C:1]([O:5][C:6]([N:8]1[CH2:13][CH2:12][N:11]([C:14]2[C:19]([Cl:20])=[CH:18][CH:17]=[CH:16][C:15]=2[NH2:21])[CH2:10][CH2:9]1)=[O:7])([CH3:4])([CH3:3])[CH3:2].[CH3:22][S:23](Cl)(=[O:25])=[O:24].C(N(CC)CC)C.C([O-])(O)=O.[Na+].